This data is from Catalyst prediction with 721,799 reactions and 888 catalyst types from USPTO. The task is: Predict which catalyst facilitates the given reaction. (1) Reactant: [CH3:1][O:2][C:3]1[C:4]([N+:14]([O-])=O)=[CH:5][C:6]([CH3:13])=[C:7]([CH:12]=1)[C:8]([O:10][CH3:11])=[O:9].C([O-])=O.[NH4+]. Product: [NH2:14][C:4]1[C:3]([O:2][CH3:1])=[CH:12][C:7]([C:8]([O:10][CH3:11])=[O:9])=[C:6]([CH3:13])[CH:5]=1. The catalyst class is: 284. (2) Reactant: [CH2:1]([O:8][C:9]1[CH:14]=[C:13]([O:15][CH3:16])[CH:12]=[CH:11][C:10]=1[CH2:17][CH:18]([OH:21])[CH2:19][OH:20])[C:2]1[CH:7]=[CH:6][CH:5]=[CH:4][CH:3]=1.[C:22]1([CH3:32])[CH:27]=[CH:26][C:25]([S:28](Cl)(=[O:30])=[O:29])=[CH:24][CH:23]=1. Product: [CH3:32][C:22]1[CH:27]=[CH:26][C:25]([S:28]([O:20][CH2:19][CH:18]([OH:21])[CH2:17][C:10]2[CH:11]=[CH:12][C:13]([O:15][CH3:16])=[CH:14][C:9]=2[O:8][CH2:1][C:2]2[CH:3]=[CH:4][CH:5]=[CH:6][CH:7]=2)(=[O:30])=[O:29])=[CH:24][CH:23]=1. The catalyst class is: 17. (3) Reactant: Cl.ClC1C=CC=C[C:4]=1[N:9]1C=NN=[C:10]1C1SC2C3C=CC(N)=CC=3OCCC=2C=1.CCN(C(C)C)C(C)C.ClCC(Cl)=O.Cl[CH2:44][C:45]([NH:47][C:48]1[CH:49]=[CH:50][C:51]2[C:57]3[S:58][C:59]([C:61]4[N:65]([C:66]5[CH:71]=[CH:70][CH:69]=[CH:68][C:67]=5[Cl:72])[CH:64]=[N:63][N:62]=4)=[CH:60][C:56]=3[CH2:55][CH2:54][O:53][C:52]=2[CH:73]=1)=[O:46].Cl.N(C)C.CCN(CC)CC. Product: [Cl:72][C:67]1[CH:68]=[CH:69][CH:70]=[CH:71][C:66]=1[N:65]1[CH:64]=[N:63][N:62]=[C:61]1[C:59]1[S:58][C:57]2[C:51]3[CH:50]=[CH:49][C:48]([NH:47][C:45](=[O:46])[CH2:44][N:9]([CH3:10])[CH3:4])=[CH:73][C:52]=3[O:53][CH2:54][CH2:55][C:56]=2[CH:60]=1. The catalyst class is: 2. (4) Reactant: [Br:1][C:2]1[CH:7]=[C:6]([Cl:8])[C:5]([OH:9])=[C:4]([Cl:10])[CH:3]=1.F[C:12]1[CH:13]=[CH:14][C:15]([N+:22]([O-:24])=[O:23])=[C:16]([C:18]([F:21])([F:20])[F:19])[CH:17]=1.C(=O)([O-])[O-].[K+].[K+]. Product: [Cl:10][C:4]1[CH:3]=[C:2]([Br:1])[CH:7]=[C:6]([Cl:8])[C:5]=1[O:9][C:12]1[CH:13]=[CH:14][C:15]([N+:22]([O-:24])=[O:23])=[C:16]([C:18]([F:19])([F:21])[F:20])[CH:17]=1. The catalyst class is: 9. (5) The catalyst class is: 6. Reactant: C(O[CH:4]=[C:5]([C:8]1[CH:13]=[CH:12][CH:11]=[CH:10][N:9]=1)[C:6]#[N:7])C.O.[NH2:15][NH2:16]. Product: [NH:15]([CH:4]=[C:5]([C:8]1[CH:13]=[CH:12][CH:11]=[CH:10][N:9]=1)[C:6]#[N:7])[NH2:16].